From a dataset of Peptide-MHC class I binding affinity with 185,985 pairs from IEDB/IMGT. Regression. Given a peptide amino acid sequence and an MHC pseudo amino acid sequence, predict their binding affinity value. This is MHC class I binding data. (1) The binding affinity (normalized) is 0. The peptide sequence is VALLPLSL. The MHC is H-2-Db with pseudo-sequence H-2-Db. (2) The peptide sequence is MLWMAEIPL. The MHC is HLA-B35:01 with pseudo-sequence HLA-B35:01. The binding affinity (normalized) is 0.444. (3) The peptide sequence is FTPESQPCQRY. The binding affinity (normalized) is 0.864. The MHC is Mamu-A01 with pseudo-sequence Mamu-A01. (4) The peptide sequence is VLAALVCYIV. The MHC is HLA-A02:01 with pseudo-sequence HLA-A02:01. The binding affinity (normalized) is 0.985. (5) The peptide sequence is RKAGVNQAK. The MHC is HLA-B35:01 with pseudo-sequence HLA-B35:01. The binding affinity (normalized) is 0.0847. (6) The peptide sequence is RANNNRLPK. The MHC is HLA-A26:02 with pseudo-sequence HLA-A26:02. The binding affinity (normalized) is 0.0847. (7) The peptide sequence is VPQYGYLTL. The MHC is HLA-B07:02 with pseudo-sequence HLA-B07:02. The binding affinity (normalized) is 0.735.